This data is from Catalyst prediction with 721,799 reactions and 888 catalyst types from USPTO. The task is: Predict which catalyst facilitates the given reaction. (1) Reactant: [Cl:1][C:2]1[CH:7]=[C:6]([C:8]2[C:16]3[C:11](=[N:12][CH:13]=[CH:14][CH:15]=3)[N:10](S(C3C=CC=CC=3)(=O)=[O:18])[CH:9]=2)[N:5]=[C:4]([NH:26][C@H:27]2[CH2:32][CH2:31][C@H:30]([NH2:33])[CH2:29][CH2:28]2)[N:3]=1.[N:34]([CH3:37])=[C:35]=[O:36].CCN(C(C)C)C(C)C.[CH2:47]1[CH2:51][O:50]CC1. Product: [C:51]([O-:18])(=[O:50])[CH3:47].[NH4+:3].[Cl:1][C:2]1[CH:7]=[C:6]([C:8]2[C:16]3[C:11](=[N:12][CH:13]=[CH:14][CH:15]=3)[NH:10][CH:9]=2)[N:5]=[C:4]([NH:26][C@H:27]2[CH2:28][CH2:29][C@H:30]([NH:33][C:35]([NH:34][CH3:37])=[O:36])[CH2:31][CH2:32]2)[N:3]=1. The catalyst class is: 6. (2) Reactant: [CH2:1]([O:8][N:9]1[C:14]2[N:15]=[CH:16][N:17]=[C:18]([CH3:19])[C:13]=2[C:12]([OH:20])=[C:11]([C:21](OCC)=[O:22])[C:10]1=[O:26])[C:2]1[CH:7]=[CH:6][CH:5]=[CH:4][CH:3]=1.[CH2:27]([NH2:34])[C:28]1[CH:33]=[CH:32][CH:31]=[CH:30][CH:29]=1.Cl. Product: [CH2:27]([NH:34][C:21]([C:11]1[C:10](=[O:26])[N:9]([O:8][CH2:1][C:2]2[CH:3]=[CH:4][CH:5]=[CH:6][CH:7]=2)[C:14]2[N:15]=[CH:16][N:17]=[C:18]([CH3:19])[C:13]=2[C:12]=1[OH:20])=[O:22])[C:28]1[CH:33]=[CH:32][CH:31]=[CH:30][CH:29]=1. The catalyst class is: 22. (3) Reactant: [CH:1]([C:3]1[CH:11]=[CH:10][C:6]([C:7]([OH:9])=[O:8])=[CH:5][C:4]=1[OH:12])=[O:2].S(=O)(=O)(O)O.[CH3:18]O. Product: [CH:1]([C:3]1[CH:11]=[CH:10][C:6]([C:7]([O:9][CH3:18])=[O:8])=[CH:5][C:4]=1[OH:12])=[O:2]. The catalyst class is: 13. (4) Reactant: [CH3:1][O:2][C:3]1[CH:15]=[CH:14][C:6]([NH:7][C:8]2[CH:13]=[CH:12][CH:11]=[CH:10][N:9]=2)=[C:5]([NH2:16])[CH:4]=1.[CH3:17][C:18]1[S:22][C:21](/[CH:23]=[CH:24]/[C:25](Cl)=O)=[CH:20][CH:19]=1.N1C=CC=CC=1N1C2C=CC=CC=2N=C1/C=C/C1C=CC=CC=1.[C:51]([OH:56])(=[O:55])[C:52]([OH:54])=[O:53]. Product: [C:51]([OH:56])(=[O:55])[C:52]([OH:54])=[O:53].[CH3:1][O:2][C:3]1[CH:15]=[CH:14][C:6]2[N:7]([C:8]3[CH:13]=[CH:12][CH:11]=[CH:10][N:9]=3)[C:25](/[CH:24]=[CH:23]/[C:21]3[S:22][C:18]([CH3:17])=[CH:19][CH:20]=3)=[N:16][C:5]=2[CH:4]=1. The catalyst class is: 13. (5) Reactant: [NH:1]1[CH:5]=[C:4]([C:6]2[CH:7]=[N:8][C:9]([C:12]3[CH:17]=[CH:16][CH:15]=[CH:14][CH:13]=3)=[N:10][CH:11]=2)[N:3]=[CH:2]1.C(=O)([O-])[O-].[K+].[K+].[CH2:24](Br)[C:25]1[CH:30]=[CH:29][CH:28]=[CH:27][CH:26]=1. The catalyst class is: 204. Product: [CH2:24]([N:1]1[CH:5]=[C:4]([C:6]2[CH:11]=[N:10][C:9]([C:12]3[CH:17]=[CH:16][CH:15]=[CH:14][CH:13]=3)=[N:8][CH:7]=2)[N:3]=[CH:2]1)[C:25]1[CH:30]=[CH:29][CH:28]=[CH:27][CH:26]=1. (6) Reactant: [C:1]([N:4]1[CH2:9][CH2:8][NH:7][CH2:6][CH2:5]1)(=[O:3])[CH3:2].Br[C:11]1[CH:20]=[CH:19][C:14]([C:15]([O:17][CH3:18])=[O:16])=[CH:13][CH:12]=1.P([O-])([O-])([O-])=O.[K+].[K+].[K+].C1(P(C2CCCCC2)C2C=CC=CC=2C2C(OC)=CC=CC=2OC)CCCCC1. Product: [C:1]([N:4]1[CH2:9][CH2:8][N:7]([C:11]2[CH:20]=[CH:19][C:14]([C:15]([O:17][CH3:18])=[O:16])=[CH:13][CH:12]=2)[CH2:6][CH2:5]1)(=[O:3])[CH3:2]. The catalyst class is: 11. (7) Reactant: [F:1][CH2:2][CH:3]([CH2:16][F:17])[O:4][C:5]1[CH:6]=[C:7]([CH:10]=[CH:11][C:12]=1[N+:13]([O-])=O)[C:8]#[N:9].O.O.[Sn](Cl)Cl.C(O)C. Product: [NH2:13][C:12]1[CH:11]=[CH:10][C:7]([C:8]#[N:9])=[CH:6][C:5]=1[O:4][CH:3]([CH2:2][F:1])[CH2:16][F:17]. The catalyst class is: 6. (8) Reactant: [OH:1][C:2]1[CH:3]=[C:4]([C:12]([O:14][CH3:15])=[O:13])[CH:5]=[C:6]([CH:11]=1)[C:7]([O:9][CH3:10])=[O:8].C([O-])([O-])=O.[Cs+].[Cs+].[CH2:22](Br)[CH:23]=[CH2:24].O. Product: [CH2:24]([O:1][C:2]1[CH:11]=[C:6]([C:7]([O:9][CH3:10])=[O:8])[CH:5]=[C:4]([CH:3]=1)[C:12]([O:14][CH3:15])=[O:13])[CH:23]=[CH2:22]. The catalyst class is: 3. (9) The catalyst class is: 213. Product: [CH3:25][NH:26][C:20]([C:7]1[C:8]2[CH2:9][CH2:10][CH:11]([C:14]3[CH:19]=[CH:18][CH:17]=[CH:16][CH:15]=3)[NH:12][C:13]=2[C:4]2[N:3]=[C:2]([CH3:1])[N:23]([CH3:24])[C:5]=2[CH:6]=1)=[O:21]. Reactant: [CH3:1][C:2]1[N:23]([CH3:24])[C:5]2[CH:6]=[C:7]([C:20](O)=[O:21])[C:8]3[CH2:9][CH2:10][CH:11]([C:14]4[CH:19]=[CH:18][CH:17]=[CH:16][CH:15]=4)[NH:12][C:13]=3[C:4]=2[N:3]=1.[CH3:25][NH2:26].O.